The task is: Predict the product of the given reaction.. This data is from Forward reaction prediction with 1.9M reactions from USPTO patents (1976-2016). (1) Given the reactants N(C(OC(C)(C)C)=O)=NC(OC(C)(C)C)=O.[F:17][C:18]1[CH:23]=[CH:22][C:21]([C:24]([N:26]2[CH2:31][CH2:30][N:29]([C:32]3[CH:37]=[CH:36][C:35]([OH:38])=[CH:34][CH:33]=3)[CH2:28][CH2:27]2)=[O:25])=[CH:20][CH:19]=1.C1(P(C2C=CC=CC=2)C2C=CC=CC=2)C=CC=CC=1.O[CH:59]1[CH2:64][CH2:63][N:62]([C:65]([O:67][C:68]([CH3:71])([CH3:70])[CH3:69])=[O:66])[CH2:61][CH2:60]1, predict the reaction product. The product is: [F:17][C:18]1[CH:19]=[CH:20][C:21]([C:24]([N:26]2[CH2:27][CH2:28][N:29]([C:32]3[CH:37]=[CH:36][C:35]([O:38][CH:59]4[CH2:64][CH2:63][N:62]([C:65]([O:67][C:68]([CH3:71])([CH3:70])[CH3:69])=[O:66])[CH2:61][CH2:60]4)=[CH:34][CH:33]=3)[CH2:30][CH2:31]2)=[O:25])=[CH:22][CH:23]=1. (2) Given the reactants Cl[C:2]1[CH:7]=[C:6]([NH:8][C:9]2[CH:18]=[CH:17][CH:16]=[CH:15][C:10]=2[C:11]([NH:13][CH3:14])=[O:12])[C:5]([CH:19]=[CH2:20])=[CH:4][N:3]=1.[CH3:21][O:22][C:23]1[CH:28]=[C:27]([N:29]2[CH2:34][CH2:33][O:32][CH2:31][CH2:30]2)[CH:26]=[CH:25][C:24]=1[NH2:35].C([O-])([O-])=O.[Cs+].[Cs+].C1C=CC(P(C2C(C3C(P(C4C=CC=CC=4)C4C=CC=CC=4)=CC=C4C=3C=CC=C4)=C3C(C=CC=C3)=CC=2)C2C=CC=CC=2)=CC=1, predict the reaction product. The product is: [CH3:21][O:22][C:23]1[CH:28]=[C:27]([N:29]2[CH2:30][CH2:31][O:32][CH2:33][CH2:34]2)[CH:26]=[CH:25][C:24]=1[NH:35][C:2]1[CH:7]=[C:6]([NH:8][C:9]2[CH:18]=[CH:17][CH:16]=[CH:15][C:10]=2[C:11]([NH:13][CH3:14])=[O:12])[C:5]([CH:19]=[CH2:20])=[CH:4][N:3]=1. (3) The product is: [Br:1][C:2]1[CH:3]=[CH:4][C:5]2[N:6]([C:8]([CH:11]([C:13]3[CH:14]=[CH:15][C:16]4[N:17]([CH:21]=[C:22]([NH2:23])[N:19]=4)[N:18]=3)[CH3:12])=[N:9][N:10]=2)[CH:7]=1. Given the reactants [Br:1][C:2]1[CH:3]=[CH:4][C:5]2[N:6]([C:8]([CH:11]([C:13]3[N:18]=[N:17][C:16]([NH2:19])=[CH:15][CH:14]=3)[CH3:12])=[N:9][N:10]=2)[CH:7]=1.Br[CH2:21][C:22]#[N:23].C([O-])(O)=O.[Na+], predict the reaction product. (4) Given the reactants [C:1]1([CH:7]([CH:10]2[C:19]3[C:14](=[CH:15][C:16]([O:22][CH3:23])=[C:17]([O:20][CH3:21])[CH:18]=3)[CH2:13][CH2:12][NH:11]2)[CH2:8][CH3:9])[CH:6]=[CH:5][CH:4]=[CH:3][CH:2]=1.Br[CH2:25][C:26](Br)=[O:27].[CH2:29]([NH2:36])[C:30]1[CH:35]=[CH:34][CH:33]=[CH:32][CH:31]=1, predict the reaction product. The product is: [C:1]1([CH:7]([CH:10]2[C:19]3[C:14](=[CH:15][C:16]([O:22][CH3:23])=[C:17]([O:20][CH3:21])[CH:18]=3)[CH2:13][CH2:12][N:11]2[CH2:25][C:26]([NH:36][CH2:29][C:30]2[CH:35]=[CH:34][CH:33]=[CH:32][CH:31]=2)=[O:27])[CH2:8][CH3:9])[CH:6]=[CH:5][CH:4]=[CH:3][CH:2]=1.